This data is from NCI-60 drug combinations with 297,098 pairs across 59 cell lines. The task is: Regression. Given two drug SMILES strings and cell line genomic features, predict the synergy score measuring deviation from expected non-interaction effect. Drug 1: CCCCCOC(=O)NC1=NC(=O)N(C=C1F)C2C(C(C(O2)C)O)O. Drug 2: CC(C)NC(=O)C1=CC=C(C=C1)CNNC.Cl. Cell line: 786-0. Synergy scores: CSS=4.22, Synergy_ZIP=-0.857, Synergy_Bliss=0.777, Synergy_Loewe=1.45, Synergy_HSA=1.39.